From a dataset of Forward reaction prediction with 1.9M reactions from USPTO patents (1976-2016). Predict the product of the given reaction. Given the reactants C(O)(C(F)(F)F)=O.[NH2:8][C:9](=[O:43])[CH2:10][C:11]1[CH:42]=[CH:41][CH:40]=[CH:39][C:12]=1[CH2:13][CH2:14][C:15]1[C:20]([CH3:21])=[CH:19][N:18]=[C:17]([NH:22][C:23]2[CH:24]=[N:25][N:26]([CH:28]3[CH2:31][N:30](C(OC(C)(C)C)=O)[CH2:29]3)[CH:27]=2)[N:16]=1, predict the reaction product. The product is: [NH:30]1[CH2:29][CH:28]([N:26]2[CH:27]=[C:23]([NH:22][C:17]3[N:16]=[C:15]([CH2:14][CH2:13][C:12]4[CH:39]=[CH:40][CH:41]=[CH:42][C:11]=4[CH2:10][C:9]([NH2:8])=[O:43])[C:20]([CH3:21])=[CH:19][N:18]=3)[CH:24]=[N:25]2)[CH2:31]1.